This data is from Full USPTO retrosynthesis dataset with 1.9M reactions from patents (1976-2016). The task is: Predict the reactants needed to synthesize the given product. Given the product [Cl:1][CH2:2][S:3]([C:4]1[CH:9]=[CH:8][C:7]([CH3:10])=[CH:6][CH:5]=1)=[O:16], predict the reactants needed to synthesize it. The reactants are: [Cl:1][CH2:2][S:3][C:4]1[CH:9]=[CH:8][C:7]([CH3:10])=[CH:6][CH:5]=1.CO.C1C(=O)N(Br)C(=[O:16])C1.